From a dataset of Catalyst prediction with 721,799 reactions and 888 catalyst types from USPTO. Predict which catalyst facilitates the given reaction. Reactant: COC1C=CC(C[NH:8][C:9]2[CH:14]=[C:13]([C:15]([F:18])([F:17])[F:16])[CH:12]=[C:11]([C:19]3[CH:24]=[CH:23][CH:22]=[CH:21][C:20]=3[C:25]([F:28])([F:27])[F:26])[N:10]=2)=CC=1. Product: [F:18][C:15]([F:16])([F:17])[C:13]1[CH:12]=[C:11]([C:19]2[CH:24]=[CH:23][CH:22]=[CH:21][C:20]=2[C:25]([F:26])([F:28])[F:27])[N:10]=[C:9]([NH2:8])[CH:14]=1. The catalyst class is: 19.